This data is from Full USPTO retrosynthesis dataset with 1.9M reactions from patents (1976-2016). The task is: Predict the reactants needed to synthesize the given product. (1) Given the product [NH2:41][C:38]1[CH:37]=[CH:36][C:35]([S:32]([N:28]([CH:29]([CH3:31])[CH3:30])[C@H:27]([CH2:42][OH:43])[CH2:26][CH:25]([F:47])[CH2:24][CH2:23][NH:22][C:20](=[O:21])[C@H:6]([CH:7]([C:8]2[CH:13]=[CH:12][CH:11]=[CH:10][CH:9]=2)[C:14]2[CH:15]=[CH:16][CH:17]=[CH:18][CH:19]=2)[NH:5][C:3]([O:2][CH3:1])=[O:4])(=[O:33])=[O:34])=[CH:40][CH:39]=1, predict the reactants needed to synthesize it. The reactants are: [CH3:1][O:2][C:3]([NH:5][C@H:6]([C:20]([NH:22][CH2:23][CH2:24][CH:25]([F:47])[CH2:26][C@@H:27]([C:42](OCC)=[O:43])[N:28]([S:32]([C:35]1[CH:40]=[CH:39][C:38]([NH2:41])=[CH:37][CH:36]=1)(=[O:34])=[O:33])[CH:29]([CH3:31])[CH3:30])=[O:21])[CH:7]([C:14]1[CH:19]=[CH:18][CH:17]=[CH:16][CH:15]=1)[C:8]1[CH:13]=[CH:12][CH:11]=[CH:10][CH:9]=1)=[O:4].[BH4-].[Li+].CO.O. (2) Given the product [Br:16][C:4]1[CH:5]=[CH:6][C:7]([C:8]([O:10][CH2:11][CH3:12])=[O:9])=[C:2]([CH3:1])[N:3]=1, predict the reactants needed to synthesize it. The reactants are: [CH3:1][C:2]1[NH:3][C:4](=O)[CH:5]=[CH:6][C:7]=1[C:8]([O:10][CH2:11][CH3:12])=[O:9].P(Br)(Br)([Br:16])=O.C([O-])(O)=O.[Na+]. (3) Given the product [OH:8][NH:9][C:10](=[O:40])[C@H:11]([N:15]([CH2:30][C:31]1[CH:36]=[CH:35][C:34]2[O:37][CH2:38][O:39][C:33]=2[CH:32]=1)[S:16]([C:19]1[C:24]([CH3:25])=[CH:23][C:22]([O:26][CH3:27])=[C:21]([CH3:28])[C:20]=1[CH3:29])(=[O:18])=[O:17])[C@@H:12]([OH:14])[CH3:13], predict the reactants needed to synthesize it. The reactants are: C([O:8][NH:9][C:10](=[O:40])[C@H:11]([N:15]([CH2:30][C:31]1[CH:36]=[CH:35][C:34]2[O:37][CH2:38][O:39][C:33]=2[CH:32]=1)[S:16]([C:19]1[C:24]([CH3:25])=[CH:23][C:22]([O:26][CH3:27])=[C:21]([CH3:28])[C:20]=1[CH3:29])(=[O:18])=[O:17])[C@@H:12]([OH:14])[CH3:13])C1C=CC=CC=1. (4) Given the product [CH3:27][C:28]1[N:33]=[CH:32][C:31]([C:7]2[C:16]3[CH2:15][CH2:14][CH2:13][CH2:12][C:11]=3[N:10]=[C:9]([O:17][CH2:18][C:19]3[CH:24]=[CH:23][CH:22]=[CH:21][N:20]=3)[CH:8]=2)=[CH:30][N:29]=1, predict the reactants needed to synthesize it. The reactants are: FC(F)(F)S(O[C:7]1[C:16]2[CH2:15][CH2:14][CH2:13][CH2:12][C:11]=2[N:10]=[C:9]([O:17][CH2:18][C:19]2[CH:24]=[CH:23][CH:22]=[CH:21][N:20]=2)[CH:8]=1)(=O)=O.[CH3:27][C:28]1[N:33]=[CH:32][C:31]([Si](C)(C)C)=[CH:30][N:29]=1.CN1C(=O)CCC1.CCOCC. (5) Given the product [OH:8][C:9]1[CH:10]=[C:11]([CH:16]=[C:17]([O:19][C@H:20]2[CH2:24][CH2:23][O:22][CH2:21]2)[CH:18]=1)[C:12]([O:14][CH3:15])=[O:13], predict the reactants needed to synthesize it. The reactants are: C1(C[O:8][C:9]2[CH:10]=[C:11]([CH:16]=[C:17]([O:19][C@H:20]3[CH2:24][CH2:23][O:22][CH2:21]3)[CH:18]=2)[C:12]([O:14][CH3:15])=[O:13])C=CC=CC=1.C1COCC1. (6) Given the product [CH2:36]([C:19]1[C:20]([N:22]2[CH2:27][CH2:26][CH2:25][C@H:24]([NH:28][C:29](=[O:35])[O:30][C:31]([CH3:34])([CH3:33])[CH3:32])[CH2:23]2)=[N:21][C:16]([C:15]2[C:9]3[C:10](=[CH:11][N:12]=[C:7]([C:3]4[CH:2]=[N:1][CH:6]=[CH:5][CH:4]=4)[CH:8]=3)[N:13]([CH2:38][O:39][CH2:40][CH2:41][Si:42]([CH3:45])([CH3:44])[CH3:43])[N:14]=2)=[CH:17][CH:18]=1)[CH3:37], predict the reactants needed to synthesize it. The reactants are: [N:1]1[CH:6]=[CH:5][CH:4]=[C:3]([C:7]2[CH:8]=[C:9]3[C:15]([C:16]4[N:21]=[C:20]([N:22]5[CH2:27][CH2:26][CH2:25][C@H:24]([NH:28][C:29](=[O:35])[O:30][C:31]([CH3:34])([CH3:33])[CH3:32])[CH2:23]5)[C:19]([CH:36]=[CH2:37])=[CH:18][CH:17]=4)=[N:14][N:13]([CH2:38][O:39][CH2:40][CH2:41][Si:42]([CH3:45])([CH3:44])[CH3:43])[C:10]3=[CH:11][N:12]=2)[CH:2]=1.[H][H]. (7) Given the product [CH2:13]([O:20][C:3]1[CH:4]=[C:5]([CH2:8][C:9]([OH:11])=[O:10])[CH:6]=[CH:7][C:2]=1[Cl:1])[C:14]1[CH:19]=[CH:18][CH:17]=[CH:16][CH:15]=1, predict the reactants needed to synthesize it. The reactants are: [Cl:1][C:2]1[CH:7]=[CH:6][C:5]([CH2:8][C:9]([OH:11])=[O:10])=[CH:4][C:3]=1F.[CH2:13]([OH:20])[C:14]1[CH:19]=[CH:18][CH:17]=[CH:16][CH:15]=1.[H-].[Na+]. (8) Given the product [ClH:1].[C:6]([CH2:5][CH2:4][CH2:3][CH2:2][S:10][C:9](=[NH:8])[NH2:11])#[N:7], predict the reactants needed to synthesize it. The reactants are: [Cl:1][CH2:2][CH2:3][CH2:4][CH2:5][C:6]#[N:7].[NH2:8][C:9]([NH2:11])=[S:10].